This data is from Forward reaction prediction with 1.9M reactions from USPTO patents (1976-2016). The task is: Predict the product of the given reaction. (1) Given the reactants [CH3:1][C:2]1[N:3]=[C:4]([C:7]2[CH:12]=[CH:11][C:10]([C:13]([F:16])([F:15])[F:14])=[CH:9][CH:8]=2)[O:5][CH:6]=1.C([Li])(CC)C.[C:22]([CH2:25][C:26]1[CH:27]=[C:28]([S:32][S:32][C:28]2[CH:27]=[C:26]([CH2:25][C:22]([OH:24])=[O:23])[CH:31]=[CH:30][CH:29]=2)[CH:29]=[CH:30][CH:31]=1)([OH:24])=[O:23].Cl, predict the reaction product. The product is: [CH3:1][C:2]1[N:3]=[C:4]([C:7]2[CH:8]=[CH:9][C:10]([C:13]([F:16])([F:14])[F:15])=[CH:11][CH:12]=2)[O:5][C:6]=1[S:32][C:28]1[CH:27]=[C:26]([CH2:25][C:22]([OH:24])=[O:23])[CH:31]=[CH:30][CH:29]=1. (2) Given the reactants C(N(C(C)C)CC)(C)C.[C:10]([O:14][C:15]([N:17]1[CH2:22][CH2:21][CH:20]([S:23]([C:26]2[CH:31]=[CH:30][C:29]([NH2:32])=[CH:28][CH:27]=2)(=[O:25])=[O:24])[CH2:19][CH2:18]1)=[O:16])([CH3:13])([CH3:12])[CH3:11].[C:33](Cl)(=[O:36])[CH:34]=[CH2:35], predict the reaction product. The product is: [C:10]([O:14][C:15]([N:17]1[CH2:22][CH2:21][CH:20]([S:23]([C:26]2[CH:31]=[CH:30][C:29]([NH:32][C:33](=[O:36])[CH:34]=[CH2:35])=[CH:28][CH:27]=2)(=[O:25])=[O:24])[CH2:19][CH2:18]1)=[O:16])([CH3:13])([CH3:11])[CH3:12]. (3) The product is: [CH3:1][O:2][CH2:3][O:4][C:5]1[CH:10]=[C:9]([CH3:11])[CH:8]=[CH:7][C:6]=1[C:12]([C:14]1[S:15][CH:16]=[CH:17][N:18]=1)=[O:13]. Given the reactants [CH3:1][O:2][CH2:3][O:4][C:5]1[CH:10]=[C:9]([CH3:11])[CH:8]=[CH:7][C:6]=1[CH:12]([C:14]1[S:15][CH:16]=[CH:17][N:18]=1)[OH:13], predict the reaction product.